From a dataset of Full USPTO retrosynthesis dataset with 1.9M reactions from patents (1976-2016). Predict the reactants needed to synthesize the given product. Given the product [C:26]([C:25]1[C:19]2[O:18][C:17]([CH:14]3[CH2:13][CH2:12][N:11]([C:9]([O:8][CH2:1][C:2]4[CH:3]=[CH:4][CH:5]=[CH:6][CH:7]=4)=[O:10])[CH2:16][CH2:15]3)=[N:21][C:20]=2[CH:22]=[CH:23][CH:24]=1)(=[O:28])[NH2:31], predict the reactants needed to synthesize it. The reactants are: [CH2:1]([O:8][C:9]([N:11]1[CH2:16][CH2:15][CH:14]([C:17]2[O:18][C:19]3[C:25]([C:26]([O:28]C)=O)=[CH:24][CH:23]=[CH:22][C:20]=3[N:21]=2)[CH2:13][CH2:12]1)=[O:10])[C:2]1[CH:7]=[CH:6][CH:5]=[CH:4][CH:3]=1.O.[NH3:31].